The task is: Predict which catalyst facilitates the given reaction.. This data is from Catalyst prediction with 721,799 reactions and 888 catalyst types from USPTO. (1) Reactant: [ClH:1].[CH3:2][O:3][C:4]1[CH:5]=[C:6](/[CH:14]=[CH:15]/[CH:16]=[CH:17]/[C:18]([N:20]2[CH2:26][CH2:25][CH2:24][N:23]([CH2:27][CH2:28][CH2:29][CH2:30][CH2:31][CH2:32][CH2:33][CH2:34][N:35]3[CH2:41][CH2:40][CH2:39][N:38]([C:42](=[O:59])/[CH:43]=[CH:44]/[CH:45]=[CH:46]/[C:47]4[CH:52]=[C:51]([O:53][CH3:54])[C:50]([O:55][CH3:56])=[C:49]([O:57][CH3:58])[CH:48]=4)[CH2:37][CH2:36]3)[CH2:22][CH2:21]2)=[O:19])[CH:7]=[C:8]([O:12][CH3:13])[C:9]=1[O:10][CH3:11]. Product: [ClH:1].[ClH:1].[CH3:54][O:53][C:51]1[CH:52]=[C:47](/[CH:46]=[CH:45]/[CH:44]=[CH:43]/[C:42]([N:38]2[CH2:39][CH2:40][CH2:41][N:35]([CH2:34][CH2:33][CH2:32][CH2:31][CH2:30][CH2:29][CH2:28][CH2:27][N:23]3[CH2:24][CH2:25][CH2:26][N:20]([C:18](=[O:19])/[CH:17]=[CH:16]/[CH:15]=[CH:14]/[C:6]4[CH:7]=[C:8]([O:12][CH3:13])[C:9]([O:10][CH3:11])=[C:4]([O:3][CH3:2])[CH:5]=4)[CH2:21][CH2:22]3)[CH2:36][CH2:37]2)=[O:59])[CH:48]=[C:49]([O:57][CH3:58])[C:50]=1[O:55][CH3:56]. The catalyst class is: 8. (2) Reactant: [CH3:1][N:2]1[C:7](=[O:8])[C:6]2=[CH:9][N:10]([CH2:12][C:13]3[CH:18]=[CH:17][C:16]([C:19]4[CH:24]=[CH:23][N:22]=[CH:21][CH:20]=4)=[CH:15][CH:14]=3)[N:11]=[C:5]2[N:4]([CH2:25][C:26]([CH3:29])([CH3:28])[CH3:27])[C:3]1=[O:30].[Cl:31]C(Cl)(Cl)C(Cl)(Cl)Cl.[Li+].C[Si]([N-][Si](C)(C)C)(C)C.O. Product: [Cl:31][C:9]1[N:10]([CH2:12][C:13]2[CH:14]=[CH:15][C:16]([C:19]3[CH:24]=[CH:23][N:22]=[CH:21][CH:20]=3)=[CH:17][CH:18]=2)[N:11]=[C:5]2[C:6]=1[C:7](=[O:8])[N:2]([CH3:1])[C:3](=[O:30])[N:4]2[CH2:25][C:26]([CH3:27])([CH3:29])[CH3:28]. The catalyst class is: 168. (3) Reactant: [F:1][C:2]1[C:10]([O:11][CH2:12][CH2:13][O:14][CH3:15])=[C:9]2[C:5]([CH:6]=[C:7]([C:16]3[S:17][CH:18]([CH2:21][C:22](OCC)=[O:23])[CH2:19][N:20]=3)[NH:8]2)=[CH:4][C:3]=1[O:27][C:28]1[CH:29]=[N:30][C:31]([S:34]([CH3:37])(=[O:36])=[O:35])=[CH:32][CH:33]=1.CO.[BH4-].[Li+]. Product: [F:1][C:2]1[C:10]([O:11][CH2:12][CH2:13][O:14][CH3:15])=[C:9]2[C:5]([CH:6]=[C:7]([C:16]3[S:17][CH:18]([CH2:21][CH2:22][OH:23])[CH2:19][N:20]=3)[NH:8]2)=[CH:4][C:3]=1[O:27][C:28]1[CH:29]=[N:30][C:31]([S:34]([CH3:37])(=[O:35])=[O:36])=[CH:32][CH:33]=1. The catalyst class is: 7. (4) Reactant: B(Br)(Br)Br.C[O:6][C:7]1[C:24]([O:25]C)=[CH:23][C:10]2[S:11][C:12]([C:15]([N:17]3[CH2:22][CH2:21][O:20][CH2:19][CH2:18]3)=[O:16])=[C:13]([CH3:14])[C:9]=2[C:8]=1[C:27]#[N:28].CO. Product: [OH:6][C:7]1[C:24]([OH:25])=[CH:23][C:10]2[S:11][C:12]([C:15]([N:17]3[CH2:22][CH2:21][O:20][CH2:19][CH2:18]3)=[O:16])=[C:13]([CH3:14])[C:9]=2[C:8]=1[C:27]#[N:28]. The catalyst class is: 4. (5) Product: [C:10]1([CH2:9][N:8]([CH2:17][CH:23]2[C:24](=[O:27])[CH2:25][CH2:26][O:21][CH2:22]2)[CH2:1][C:2]2[CH:7]=[CH:6][CH:5]=[CH:4][CH:3]=2)[CH:15]=[CH:14][CH:13]=[CH:12][CH:11]=1. Reactant: [CH2:1]([NH:8][CH2:9][C:10]1[CH:15]=[CH:14][CH:13]=[CH:12][CH:11]=1)[C:2]1[CH:7]=[CH:6][CH:5]=[CH:4][CH:3]=1.Cl.[CH3:17]O.C=O.[O:21]1[CH2:26][CH2:25][C:24](=[O:27])[CH2:23][CH2:22]1. The catalyst class is: 8. (6) Reactant: [Cl:1][CH2:2][CH2:3][OH:4].N1C=CC=CC=1.[CH3:11][C:12]([C:14](Cl)=[O:15])=[CH2:13].O. Product: [C:14]([O:4][CH2:3][CH2:2][Cl:1])(=[O:15])[C:12]([CH3:13])=[CH2:11]. The catalyst class is: 7. (7) Reactant: [NH2:1][C:2]1[C:7]([OH:8])=[CH:6][C:5]([Br:9])=[CH:4][N:3]=1.CCO[C:13]([S-])=[S:14].[K+]. Product: [Br:9][C:5]1[CH:6]=[C:7]2[O:8][C:13]([SH:14])=[N:1][C:2]2=[N:3][CH:4]=1. The catalyst class is: 8. (8) Reactant: N1C=CC=CN=1.C([O:14][C:15]1[N:16]=[N:17][C:18]([C:29]#[C:30][C:31]2[CH:36]=[CH:35][CH:34]=[C:33]([Cl:37])[CH:32]=2)=[CH:19][C:20]=1[O:21]CC1C=CC=CC=1)C1C=CC=CC=1. Product: [Cl:37][C:33]1[CH:32]=[C:31]([CH2:30][CH2:29][C:18]2[CH:19]=[C:20]([OH:21])[C:15](=[O:14])[NH:16][N:17]=2)[CH:36]=[CH:35][CH:34]=1. The catalyst class is: 13. (9) Reactant: C(O[C:6](=O)[N:7]([CH2:9][CH:10]([NH:17][C:18]1[C:27]2[C:22](=[C:23]([C:30](=[O:32])[NH2:31])[CH:24]=[C:25]([O:28][CH3:29])[CH:26]=2)[N:21]=[CH:20][N:19]=1)[C:11]1[CH:16]=[CH:15][CH:14]=[CH:13][CH:12]=1)C)(C)(C)C.C1COCC1.Cl. Product: [CH3:29][O:28][C:25]1[CH:26]=[C:27]2[C:22](=[C:23]([C:30]([NH2:31])=[O:32])[CH:24]=1)[N:21]=[CH:20][N:19]=[C:18]2[NH:17][CH:10]([C:11]1[CH:16]=[CH:15][CH:14]=[CH:13][CH:12]=1)[CH2:9][NH:7][CH3:6]. The catalyst class is: 12.